This data is from Full USPTO retrosynthesis dataset with 1.9M reactions from patents (1976-2016). The task is: Predict the reactants needed to synthesize the given product. (1) Given the product [CH:13]1([N:10]2[CH2:9][C:8]3([CH2:20][CH2:19]3)[C:7](=[O:21])[N:6]([CH3:22])[C:5]3[CH:4]=[N:3][C:2]([NH:23][C:24]4[C:38]([O:39][CH3:40])=[CH:37][C:27]([C:28]([NH:30][C@@H:31]5[CH2:35][CH2:34][N:33]([CH3:36])[CH2:32]5)=[O:29])=[C:26]([F:41])[CH:25]=4)=[N:12][C:11]2=3)[CH2:18][CH2:17][CH2:16][CH2:15][CH2:14]1, predict the reactants needed to synthesize it. The reactants are: Cl[C:2]1[N:3]=[CH:4][C:5]2[N:6]([CH3:22])[C:7](=[O:21])[C:8]3([CH2:20][CH2:19]3)[CH2:9][N:10]([CH:13]3[CH2:18][CH2:17][CH2:16][CH2:15][CH2:14]3)[C:11]=2[N:12]=1.[NH2:23][C:24]1[C:38]([O:39][CH3:40])=[CH:37][C:27]([C:28]([NH:30][C@@H:31]2[CH2:35][CH2:34][N:33]([CH3:36])[CH2:32]2)=[O:29])=[C:26]([F:41])[CH:25]=1.O.C1(C)C=CC(S(O)(=O)=O)=CC=1. (2) Given the product [CH3:1][N:2]([CH3:18])[C:3]1[CH:15]=[C:14]2[C:6](=[C:5]([F:17])[CH:4]=1)[C:7](=[O:8])[NH:9][CH:10]=[CH:16]2, predict the reactants needed to synthesize it. The reactants are: [CH3:1][N:2]([CH3:18])[C:3]1[CH:15]=[C:14]([CH3:16])[C:6]([C:7](/[N:9]=[CH:10]/N(C)C)=[O:8])=[C:5]([F:17])[CH:4]=1.CC(C)([O-])C.[K+].C(O)(=O)CC(CC(O)=O)(C(O)=O)O. (3) Given the product [CH3:9][C:3]1[C:4]([C:5]([O:7][CH3:8])=[O:6])=[C:11]([C:12]2[CH:23]=[CH:16][CH:17]=[C:14]([CH3:15])[CH:13]=2)[O:24][N:2]=1, predict the reactants needed to synthesize it. The reactants are: C[NH:2][C:3]([CH3:9])=[CH:4][C:5]([O:7][CH3:8])=[O:6].N1[CH:15]=[CH:14][CH:13]=[CH:12][CH:11]=1.[C:16]1([CH3:23])C=CC=C(Cl)[CH:17]=1.[O:24]1CCCC1.